This data is from Forward reaction prediction with 1.9M reactions from USPTO patents (1976-2016). The task is: Predict the product of the given reaction. (1) Given the reactants [CH3:1][O:2][C:3]([C:5]1[O:6][C:7]2[CH:13]=[C:12](Br)[CH:11]=[CH:10][C:8]=2[CH:9]=1)=[O:4].[CH2:15]([B-](F)(F)F)[CH2:16][CH2:17][CH3:18].[K+], predict the reaction product. The product is: [CH3:1][O:2][C:3]([C:5]1[O:6][C:7]2[CH:13]=[C:12]([CH2:15][CH2:16][CH2:17][CH3:18])[CH:11]=[CH:10][C:8]=2[CH:9]=1)=[O:4]. (2) Given the reactants [Cl:1][C:2]1[CH:3]=[C:4]([C:10]([C:13]2[CH:18]=[CH:17][C:16]([F:19])=[CH:15][CH:14]=2)=[N:11]O)[CH:5]=[N:6][C:7]=1[O:8][CH3:9].C([O-])(=O)C.[NH4+].C([O-])(O)=O.[Na+], predict the reaction product. The product is: [Cl:1][C:2]1[CH:3]=[C:4]([CH:10]([NH2:11])[C:13]2[CH:18]=[CH:17][C:16]([F:19])=[CH:15][CH:14]=2)[CH:5]=[N:6][C:7]=1[O:8][CH3:9].